This data is from Full USPTO retrosynthesis dataset with 1.9M reactions from patents (1976-2016). The task is: Predict the reactants needed to synthesize the given product. (1) Given the product [NH2:22][C:23]1[N:28]=[C:27]([NH2:29])[C:26]([C:30]#[N:31])=[C:25]([NH:1][CH:2]([C:4]2[N:9]=[C:8]3[CH:10]=[CH:11][N:12]([CH3:13])[C:7]3=[CH:6][C:5]=2[N:14]2[CH2:15][CH2:16][C:17]([OH:20])([CH3:21])[CH2:18][CH2:19]2)[CH3:3])[N:24]=1, predict the reactants needed to synthesize it. The reactants are: [NH2:1][CH:2]([C:4]1[N:9]=[C:8]2[CH:10]=[CH:11][N:12]([CH3:13])[C:7]2=[CH:6][C:5]=1[N:14]1[CH2:19][CH2:18][C:17]([CH3:21])([OH:20])[CH2:16][CH2:15]1)[CH3:3].[NH2:22][C:23]1[N:28]=[C:27]([NH2:29])[C:26]([C:30]#[N:31])=[C:25](Cl)[N:24]=1.CCN(CC)CC. (2) Given the product [C:9]([C:6]1[N:7]=[CH:8][C:3]([NH:11][C:18](=[O:19])[O:20][CH2:21][C:22]([Cl:25])([Cl:24])[Cl:23])=[CH:4][CH:5]=1)#[N:10], predict the reactants needed to synthesize it. The reactants are: C([C:3]1[CH:4]=[CH:5][C:6]([C:9]#[N:10])=[N:7][CH:8]=1)#N.[N:11]1C=CC=CC=1.Cl[C:18]([O:20][CH2:21][C:22]([Cl:25])([Cl:24])[Cl:23])=[O:19].O.